From a dataset of Forward reaction prediction with 1.9M reactions from USPTO patents (1976-2016). Predict the product of the given reaction. Given the reactants [NH2:1][C:2]1[CH:7]=[CH:6][C:5]([CH2:8][CH2:9][OH:10])=[CH:4][C:3]=1[N+:11]([O-])=O, predict the reaction product. The product is: [NH2:11][C:3]1[CH:4]=[C:5]([CH2:8][CH2:9][OH:10])[CH:6]=[CH:7][C:2]=1[NH2:1].